The task is: Predict the reactants needed to synthesize the given product.. This data is from Full USPTO retrosynthesis dataset with 1.9M reactions from patents (1976-2016). (1) Given the product [CH2:11]([O:13][C:14]([C:16]1[N:17]([CH:34]([CH3:35])[CH3:36])[C:18]([CH:9]=[O:10])=[C:19]([C:27]2[CH:28]=[CH:29][C:30]([F:33])=[CH:31][CH:32]=2)[C:20]=1[C:21]1[CH:26]=[CH:25][CH:24]=[CH:23][CH:22]=1)=[O:15])[CH3:12], predict the reactants needed to synthesize it. The reactants are: O=P(Cl)(Cl)Cl.CN([CH:9]=[O:10])C.[CH2:11]([O:13][C:14]([C:16]1[N:17]([CH:34]([CH3:36])[CH3:35])[CH:18]=[C:19]([C:27]2[CH:32]=[CH:31][C:30]([F:33])=[CH:29][CH:28]=2)[C:20]=1[C:21]1[CH:26]=[CH:25][CH:24]=[CH:23][CH:22]=1)=[O:15])[CH3:12]. (2) The reactants are: [C:1]12([CH2:11][C:12](O)=[O:13])[CH2:10][CH:5]3[CH2:6][CH:7]([CH2:9][CH:3]([CH2:4]3)[CH2:2]1)[CH2:8]2.C(N(C(C)C)CC)(C)C.CN(C(ON1N=NC2C=CC=CC1=2)=[N+](C)C)C.[B-](F)(F)(F)F.C1C=CC2N(O)N=NC=2C=1.O[NH:57][C:58](=[NH:67])[CH2:59][C:60]1[CH:65]=[CH:64][C:63]([CH3:66])=[CH:62][CH:61]=1. Given the product [C:1]12([CH2:11][C:12]3[O:13][N:67]=[C:58]([CH2:59][C:60]4[CH:65]=[CH:64][C:63]([CH3:66])=[CH:62][CH:61]=4)[N:57]=3)[CH2:2][CH:3]3[CH2:9][CH:7]([CH2:6][CH:5]([CH2:4]3)[CH2:10]1)[CH2:8]2, predict the reactants needed to synthesize it. (3) Given the product [N+:17]([C:15]1[CH:14]=[CH:13][C:10]2[C:11](=[O:12])[C:5]3[CH:4]=[CH:3][C:2]([NH:1][C:22]4[CH:27]=[CH:26][C:25]([C:28]([F:31])([F:29])[F:30])=[CH:24][C:23]=4[N+:32]([O-:34])=[O:33])=[CH:20][C:6]=3[O:7][CH2:8][C:9]=2[CH:16]=1)([O-:19])=[O:18], predict the reactants needed to synthesize it. The reactants are: [NH2:1][C:2]1[CH:3]=[CH:4][C:5]2[C:11](=[O:12])[C:10]3[CH:13]=[CH:14][C:15]([N+:17]([O-:19])=[O:18])=[CH:16][C:9]=3[CH2:8][O:7][C:6]=2[CH:20]=1.Cl[C:22]1[CH:27]=[CH:26][C:25]([C:28]([F:31])([F:30])[F:29])=[CH:24][C:23]=1[N+:32]([O-:34])=[O:33].C1(P(C2CCCCC2)C2C=CC=CC=2C2C(C(C)C)=CC(C(C)C)=CC=2C(C)C)CCCCC1.CC([O-])(C)C.[K+]. (4) Given the product [CH2:3]([O:5][C:6](=[O:40])[CH2:7][CH2:8][C:9]1[N:10]([C:30]2[CH:35]=[CH:34][C:33]([C:36](=[O:38])[NH2:37])=[CH:32][C:31]=2[CH3:39])[C:11]([C:14]2[CH:19]=[CH:18][C:17]([NH:20][C:21]([NH2:2])=[O:23])=[CH:16][CH:15]=2)=[CH:12][CH:13]=1)[CH3:4], predict the reactants needed to synthesize it. The reactants are: [OH-].[NH4+:2].[CH2:3]([O:5][C:6](=[O:40])[CH2:7][CH2:8][C:9]1[N:10]([C:30]2[CH:35]=[CH:34][C:33]([C:36](=[O:38])[NH2:37])=[CH:32][C:31]=2[CH3:39])[C:11]([C:14]2[CH:19]=[CH:18][C:17]([NH:20][C:21]([O:23]C3C=CC=CC=3)=O)=[CH:16][CH:15]=2)=[CH:12][CH:13]=1)[CH3:4].CS(C)=O. (5) Given the product [Br:10][C:7]1[CH:8]=[CH:9][C:4]([C:2](=[O:3])[CH2:1][C:11]([O:12][CH2:13][CH3:14])=[O:15])=[CH:5][CH:6]=1, predict the reactants needed to synthesize it. The reactants are: [CH3:1][C:2]([C:4]1[CH:9]=[CH:8][C:7]([Br:10])=[CH:6][CH:5]=1)=[O:3].[C:11](=O)([O:15]CC)[O:12][CH2:13][CH3:14].[H-].[Na+].Cl. (6) Given the product [C:13]1([C:4]2([NH2:1])[CH2:12][CH2:11][CH:10]3[N:6]([CH2:7][CH2:8][CH2:9]3)[CH2:5]2)[CH:14]=[CH:15][CH:16]=[CH:17][CH:18]=1, predict the reactants needed to synthesize it. The reactants are: [N+:1]([C:4]1([C:13]2[CH:18]=[CH:17][CH:16]=[CH:15][CH:14]=2)[CH2:12][CH2:11][CH:10]2[N:6]([CH2:7][CH2:8][CH2:9]2)[CH2:5]1)([O-])=O.